From a dataset of Full USPTO retrosynthesis dataset with 1.9M reactions from patents (1976-2016). Predict the reactants needed to synthesize the given product. (1) Given the product [Cl:3][C:4]1[CH:28]=[CH:27][CH:26]=[CH:25][C:5]=1[CH2:6][O:7][C:8](=[O:24])[NH:9][C:10]1[CH:11]=[N:12][N:13]([CH2:15][C:16]2[N:17]=[C:18]([CH:21]([OH:22])[CH3:29])[O:19][CH:20]=2)[CH:14]=1, predict the reactants needed to synthesize it. The reactants are: N#N.[Cl:3][C:4]1[CH:28]=[CH:27][CH:26]=[CH:25][C:5]=1[CH2:6][O:7][C:8](=[O:24])[NH:9][C:10]1[CH:11]=[N:12][N:13]([CH2:15][C:16]2[N:17]=[C:18]([CH:21](O)[OH:22])[O:19][CH:20]=2)[CH:14]=1.[CH3:29][Al](C)C.[NH4+].[Cl-]. (2) Given the product [S:1]([OH:5])(=[O:4])(=[O:3])[CH3:2].[C:22]([C:26]1[CH:27]=[CH:28][C:29]([CH2:30][NH:19][CH2:18][CH2:17][C:9]2[CH:10]=[C:11]([C:13]([F:15])([F:16])[F:14])[CH:12]=[C:7]([F:6])[CH:8]=2)=[CH:32][CH:33]=1)([CH3:25])([CH3:23])[CH3:24], predict the reactants needed to synthesize it. The reactants are: [S:1]([OH:5])(=[O:4])(=[O:3])[CH3:2].[F:6][C:7]1[CH:8]=[C:9]([CH2:17][CH2:18][NH2:19])[CH:10]=[C:11]([C:13]([F:16])([F:15])[F:14])[CH:12]=1.[OH-].[Na+].[C:22]([C:26]1[CH:33]=[CH:32][C:29]([CH:30]=O)=[CH:28][CH:27]=1)([CH3:25])([CH3:24])[CH3:23].[BH4-].[Na+].CS(O)(=O)=O. (3) Given the product [NH2:1][C:4]1[CH:25]=[CH:24][CH:23]=[CH:22][C:5]=1[CH2:6][CH2:7][NH:8][CH:9]1[CH2:10][CH2:11][N:12]([C:15]([O:17][C:18]([CH3:21])([CH3:19])[CH3:20])=[O:16])[CH2:13][CH2:14]1, predict the reactants needed to synthesize it. The reactants are: [N+:1]([C:4]1[CH:25]=[CH:24][CH:23]=[CH:22][C:5]=1[CH2:6][CH2:7][NH:8][CH:9]1[CH2:14][CH2:13][N:12]([C:15]([O:17][C:18]([CH3:21])([CH3:20])[CH3:19])=[O:16])[CH2:11][CH2:10]1)([O-])=O.